From a dataset of Reaction yield outcomes from USPTO patents with 853,638 reactions. Predict the reaction yield, written as a fraction of the theoretical maximum amount of product (1.0 means a 100% yield; for example, 0.34 means a 34% yield). (1) The reactants are [Cl:1][C:2]1[CH:7]=[CH:6][N:5]2[CH:8]=[CH:9][N:10]=[C:4]2[CH:3]=1.[I:11]N1C(=O)CCC1=O. The catalyst is CN(C=O)C.O.[Cl-].[Na+].O. The product is [Cl:1][C:2]1[CH:7]=[CH:6][N:5]2[C:8]([I:11])=[CH:9][N:10]=[C:4]2[CH:3]=1. The yield is 0.730. (2) The product is [C:1]([N:4]1[CH2:5][CH2:6][CH:7]([CH2:10][CH2:11][C:12]([C:23]2[CH:22]=[C:21]3[C:26]4=[C:25]([CH2:15][CH2:16][N:17]4[C:18](=[O:27])[CH2:19][CH2:20]3)[CH:24]=2)=[O:14])[CH2:8][CH2:9]1)(=[O:3])[CH3:2]. The reactants are [C:1]([N:4]1[CH2:9][CH2:8][CH:7]([CH2:10][CH2:11][C:12]([OH:14])=O)[CH2:6][CH2:5]1)(=[O:3])[CH3:2].[CH2:15]1[C:25]2=[C:26]3[C:21](=[CH:22][CH:23]=[CH:24]2)[CH2:20][CH2:19][C:18](=[O:27])[N:17]3[CH2:16]1.C1(C)C(CC#N)=CC=CC=1.N. The yield is 0.850. The catalyst is O. (3) The reactants are [CH:1]1([C:4](=O)[CH2:5][C:6]([O:8]C)=O)[CH2:3][CH2:2]1.[CH3:11][NH:12][NH2:13]. The catalyst is C1(C)C=CC=CC=1. The product is [CH:1]1([C:4]2[CH2:5][C:6](=[O:8])[N:12]([CH3:11])[N:13]=2)[CH2:3][CH2:2]1. The yield is 0.980. (4) The reactants are [N:1]1([CH2:6][CH2:7][O:8][C:9]2[CH:10]=[C:11]3[C:16](=[CH:17][CH:18]=2)[C:15](=[O:19])[CH2:14][CH2:13][CH2:12]3)[CH:5]=[CH:4][N:3]=[CH:2]1.[S:20]1[CH:24]=[CH:23][C:22]([CH:25]=O)=[CH:21]1. The catalyst is [OH-].[K+].CCO. The product is [N:1]1([CH2:6][CH2:7][O:8][C:9]2[CH:10]=[C:11]3[C:16](=[CH:17][CH:18]=2)[C:15](=[O:19])[C:14](=[CH:25][C:22]2[CH:23]=[CH:24][S:20][CH:21]=2)[CH2:13][CH2:12]3)[CH:5]=[CH:4][N:3]=[CH:2]1. The yield is 0.770. (5) The reactants are [O:1]([C:8]1[CH:13]=[CH:12][CH:11]=[CH:10][C:9]=1[N:14]=[C:15]=[O:16])[C:2]1[CH:7]=[CH:6][CH:5]=[CH:4][CH:3]=1.[NH2:17][C:18]1[CH:23]=[CH:22][CH:21]=[CH:20][N:19]=1. No catalyst specified. The product is [O:1]([C:8]1[CH:13]=[CH:12][CH:11]=[CH:10][C:9]=1[NH:14][C:15]([NH:17][C:18]1[CH:23]=[CH:22][CH:21]=[CH:20][N:19]=1)=[O:16])[C:2]1[CH:3]=[CH:4][CH:5]=[CH:6][CH:7]=1. The yield is 0.720. (6) The reactants are [CH3:1][C:2]1[CH:3]=[C:4]([C:20]2[CH:21]=[C:22]([CH:26]=[CH:27][CH:28]=2)[C:23](O)=[O:24])[CH:5]=[CH:6][C:7]=1[O:8][C@@H:9]1[C@H:14]([OH:15])[C@@H:13]([OH:16])[C@H:12]([OH:17])[C@H:11]([CH2:18][OH:19])[O:10]1.CN(C(ON1N=NC2C=CC=NC1=2)=[N+](C)C)C.F[P-](F)(F)(F)(F)F.[NH2:53][C:54]1[CH:59]=[CH:58][N:57]=[CH:56][CH:55]=1.CCN(C(C)C)C(C)C. The catalyst is CN(C=O)C. The product is [CH3:1][C:2]1[CH:3]=[C:4]([C:20]2[CH:21]=[C:22]([CH:26]=[CH:27][CH:28]=2)[C:23]([NH:53][C:54]2[CH:59]=[CH:58][N:57]=[CH:56][CH:55]=2)=[O:24])[CH:5]=[CH:6][C:7]=1[O:8][C@@H:9]1[C@H:14]([OH:15])[C@@H:13]([OH:16])[C@H:12]([OH:17])[C@H:11]([CH2:18][OH:19])[O:10]1. The yield is 1.00. (7) The reactants are C(=O)(OC)O[C:3]1[CH:8]=[CH:7][C:6]([O:9]C)=[CH:5][CH:4]=1.[CH:14]([NH:17][C:18]([N:20]1[CH2:25][CH2:24][NH:23][CH2:22][CH2:21]1)=[O:19])([CH3:16])[CH3:15].C([O-])([O-])=O.[K+].[K+].C[N:33](C)C(=O)C. No catalyst specified. The product is [CH:6]([C:7]1[N:33]=[C:5]([N:23]2[CH2:24][CH2:25][N:20]([C:18]([NH:17][CH:14]([CH3:16])[CH3:15])=[O:19])[CH2:21][CH2:22]2)[CH:4]=[CH:3][CH:8]=1)=[O:9]. The yield is 0.240.